From a dataset of Full USPTO retrosynthesis dataset with 1.9M reactions from patents (1976-2016). Predict the reactants needed to synthesize the given product. Given the product [OH:1][C:2]([C:28]1[S:29][CH:30]=[CH:31][CH:32]=1)([C:33]1[S:34][CH:35]=[CH:36][CH:37]=1)[C:3]([O:5][C@H:6]1[CH2:7][CH2:8][C@H:9]([N:12]([CH2:14][CH2:15][CH2:16][N:17]2[C:21]3[CH:22]=[CH:23][C:24]([CH2:26][NH:42][CH2:43][C@H:44]([O:45][Si:46]([C:49]([CH3:52])([CH3:51])[CH3:50])([CH3:48])[CH3:47])[C:53]4[CH:62]=[CH:61][C:60]([OH:63])=[C:59]5[C:54]=4[CH:55]=[CH:56][C:57](=[O:64])[NH:58]5)=[CH:25][C:20]=3[N:19]=[N:18]2)[CH3:13])[CH2:10][CH2:11]1)=[O:4], predict the reactants needed to synthesize it. The reactants are: [OH:1][C:2]([C:33]1[S:34][CH:35]=[CH:36][CH:37]=1)([C:28]1[S:29][CH:30]=[CH:31][CH:32]=1)[C:3]([O:5][C@H:6]1[CH2:11][CH2:10][C@H:9]([N:12]([CH2:14][CH2:15][CH2:16][N:17]2[C:21]3[CH:22]=[CH:23][C:24]([CH:26]=O)=[CH:25][C:20]=3[N:19]=[N:18]2)[CH3:13])[CH2:8][CH2:7]1)=[O:4].C(O)(=O)C.[NH2:42][CH2:43][C@@H:44]([C:53]1[CH:62]=[CH:61][C:60]([OH:63])=[C:59]2[C:54]=1[CH:55]=[CH:56][C:57](=[O:64])[NH:58]2)[O:45][Si:46]([C:49]([CH3:52])([CH3:51])[CH3:50])([CH3:48])[CH3:47].C(N(C(C)C)CC)(C)C.C(O[BH-](OC(=O)C)OC(=O)C)(=O)C.[Na+].